Dataset: Full USPTO retrosynthesis dataset with 1.9M reactions from patents (1976-2016). Task: Predict the reactants needed to synthesize the given product. The reactants are: [O:1]1[C:5]2[CH:6]=[CH:7][C:8]([CH2:10][N:11]3[CH2:16][CH2:15][CH:14]([NH2:17])[CH2:13][CH2:12]3)=[CH:9][C:4]=2[O:3][CH2:2]1.[F:18][CH:19]([F:35])[O:20][C:21]1[CH:30]=[C:29]2[C:24]([C:25](=[O:34])[CH:26]=[C:27]([C:31](O)=[O:32])[O:28]2)=[CH:23][CH:22]=1. Given the product [O:1]1[C:5]2[CH:6]=[CH:7][C:8]([CH2:10][N:11]3[CH2:16][CH2:15][CH:14]([NH:17][C:31]([C:27]4[O:28][C:29]5[C:24]([C:25](=[O:34])[CH:26]=4)=[CH:23][CH:22]=[C:21]([O:20][CH:19]([F:35])[F:18])[CH:30]=5)=[O:32])[CH2:13][CH2:12]3)=[CH:9][C:4]=2[O:3][CH2:2]1, predict the reactants needed to synthesize it.